Regression. Given a peptide amino acid sequence and an MHC pseudo amino acid sequence, predict their binding affinity value. This is MHC class I binding data. From a dataset of Peptide-MHC class I binding affinity with 185,985 pairs from IEDB/IMGT. The peptide sequence is EIYKRWII. The MHC is HLA-B44:02 with pseudo-sequence HLA-B44:02. The binding affinity (normalized) is 0.102.